Dataset: Forward reaction prediction with 1.9M reactions from USPTO patents (1976-2016). Task: Predict the product of the given reaction. (1) The product is: [CH3:1][C:2]1[CH:7]=[CH:6][CH:5]=[CH:4][C:3]=1[CH2:16][O:15][CH2:13][CH2:12][CH2:11][C:18]([OH:19])=[O:21]. Given the reactants [CH3:1][C:2]1[CH:7]=[CH:6][CH:5]=[CH:4][C:3]=1O.BrC[CH2:11][CH2:12][C:13]([O:15][CH2:16]C)=O.[C:18](=[O:21])([O-])[O-:19].[K+].[K+].[OH-].[Na+].Cl, predict the reaction product. (2) Given the reactants [O:1]=[S:2]1(=[O:34])[CH2:7][CH2:6][N:5]([CH2:8][CH2:9][NH:10][C:11]([C:13]2[CH:14]=[CH:15][C:16]([C:22]#[C:23][CH2:24][CH2:25][NH:26][C:27](=[O:33])[O:28][C:29]([CH3:32])([CH3:31])[CH3:30])=[N:17][C:18]=2[NH:19][CH2:20][CH3:21])=[O:12])[CH2:4][CH2:3]1, predict the reaction product. The product is: [O:34]=[S:2]1(=[O:1])[CH2:3][CH2:4][N:5]([CH2:8][CH2:9][NH:10][C:11]([C:13]2[CH:14]=[CH:15][C:16]([CH2:22][CH2:23][CH2:24][CH2:25][NH:26][C:27](=[O:33])[O:28][C:29]([CH3:31])([CH3:30])[CH3:32])=[N:17][C:18]=2[NH:19][CH2:20][CH3:21])=[O:12])[CH2:6][CH2:7]1. (3) Given the reactants [CH3:1][O:2][C:3]1[CH:8]=[C:7]([CH3:9])[C:6]([S:10]([NH:13][C@H:14]([CH2:18][OH:19])[C:15]([OH:17])=[O:16])(=[O:12])=[O:11])=[C:5]([CH3:20])[C:4]=1[CH3:21].C(=O)([O-])[O-].[K+].[K+].[CH2:28]1[O:38][C:37]2[CH:36]=[CH:35][C:32]([CH2:33]Cl)=[CH:31][C:30]=2[O:29]1.[I-].[Li+], predict the reaction product. The product is: [CH2:28]1[O:38][C:37]2[CH:36]=[CH:35][C:32]([CH2:33][O:16][C:15](=[O:17])[C@H:14]([NH:13][S:10]([C:6]3[C:7]([CH3:9])=[CH:8][C:3]([O:2][CH3:1])=[C:4]([CH3:21])[C:5]=3[CH3:20])(=[O:11])=[O:12])[CH2:18][OH:19])=[CH:31][C:30]=2[O:29]1. (4) Given the reactants C([O:3][C:4](=[O:32])[CH2:5][S:6][CH2:7][CH:8]1[CH2:13][CH2:12][C:11]([S:22]([C:25]2[CH:30]=[CH:29][C:28]([Cl:31])=[CH:27][CH:26]=2)(=[O:24])=[O:23])([C:14]2[CH:19]=[C:18]([F:20])[CH:17]=[CH:16][C:15]=2[F:21])[CH2:10][CH2:9]1)C.[OH-].[Li+].Cl, predict the reaction product. The product is: [Cl:31][C:28]1[CH:29]=[CH:30][C:25]([S:22]([C:11]2([C:14]3[CH:19]=[C:18]([F:20])[CH:17]=[CH:16][C:15]=3[F:21])[CH2:10][CH2:9][CH:8]([CH2:7][S:6][CH2:5][C:4]([OH:32])=[O:3])[CH2:13][CH2:12]2)(=[O:24])=[O:23])=[CH:26][CH:27]=1. (5) Given the reactants CS(O[CH:6]1[CH2:9][C:8]2([CH2:13][CH2:12][N:11]([C:14]([O:16][C:17]([CH3:20])([CH3:19])[CH3:18])=[O:15])[CH2:10]2)[CH2:7]1)(=O)=O.COC1(C(=O)NC2(C)CCC2)CCN(C2CC3N(C(OCC)=O)C(CC3)C2)CC1.[NH:50]1[CH2:60][CH2:59][CH:53]([C:54]([O:56][CH2:57][CH3:58])=[O:55])[CH2:52][CH2:51]1, predict the reaction product. The product is: [CH2:57]([O:56][C:54]([CH:53]1[CH2:59][CH2:60][N:50]([CH:6]2[CH2:9][C:8]3([CH2:13][CH2:12][N:11]([C:14]([O:16][C:17]([CH3:20])([CH3:19])[CH3:18])=[O:15])[CH2:10]3)[CH2:7]2)[CH2:51][CH2:52]1)=[O:55])[CH3:58].